This data is from Full USPTO retrosynthesis dataset with 1.9M reactions from patents (1976-2016). The task is: Predict the reactants needed to synthesize the given product. (1) The reactants are: [NH2:1][C:2]1[CH:18]=[CH:17][C:5]([C:6]([N:8]([CH2:10][CH:11]2[CH2:16][CH2:15][CH2:14][CH2:13][CH2:12]2)[CH3:9])=[O:7])=[CH:4][CH:3]=1.CN1CCOCC1.Cl[C:27]([O:29][CH2:30][CH:31]=[CH2:32])=[O:28]. Given the product [CH2:30]([O:29][C:27](=[O:28])[NH:1][C:2]1[CH:18]=[CH:17][C:5]([C:6](=[O:7])[N:8]([CH2:10][CH:11]2[CH2:12][CH2:13][CH2:14][CH2:15][CH2:16]2)[CH3:9])=[CH:4][CH:3]=1)[CH:31]=[CH2:32], predict the reactants needed to synthesize it. (2) Given the product [Br:13][C:9]1[CH:10]=[C:11]([F:12])[C:2]([NH:1][C:34]2[C:35]([Cl:39])=[CH:36][N:37]=[C:32]([Cl:31])[N:33]=2)=[C:3]([CH:8]=1)[C:4]([NH:6][CH3:7])=[O:5], predict the reactants needed to synthesize it. The reactants are: [NH2:1][C:2]1[C:11]([F:12])=[CH:10][C:9]([Br:13])=[CH:8][C:3]=1[C:4]([NH:6][CH3:7])=[O:5].Br.CN1CCCC1=O.C(N(CC)C(C)C)(C)C.[Cl:31][C:32]1[N:37]=[C:36](Cl)[C:35]([Cl:39])=[CH:34][N:33]=1. (3) Given the product [CH2:2]([O:4][C:5]([C:6]1[CH:16]=[C:17]([C:19]2[CH:26]=[CH:25][C:22]([C:23]#[N:24])=[CH:21][CH:20]=2)[NH:9][C:7]=1[NH2:8])=[O:10])[CH3:3], predict the reactants needed to synthesize it. The reactants are: Cl.[CH2:2]([O:4][C:5](=[O:10])[CH2:6][C:7](=[NH:9])[NH2:8])[CH3:3].[O-]CC.[Na+].Br[CH2:16][C:17]([C:19]1[CH:26]=[CH:25][C:22]([C:23]#[N:24])=[CH:21][CH:20]=1)=O. (4) Given the product [Br:1][C:2]1[CH:8]=[C:7]([NH2:9])[C:5]([NH2:6])=[C:4]([CH3:12])[CH:3]=1, predict the reactants needed to synthesize it. The reactants are: [Br:1][C:2]1[CH:8]=[C:7]([N+:9]([O-])=O)[C:5]([NH2:6])=[C:4]([CH3:12])[CH:3]=1.Cl[Sn]Cl. (5) Given the product [N+:20]([C:8]1[CH:9]=[C:10]2[C:5](=[CH:6][CH:7]=1)[N:4]=[C:3]([CH2:2][N:32]1[CH2:31][CH2:30][N:29]([C:35]([O:37][C:38]([CH3:41])([CH3:40])[CH3:39])=[O:36])[CH2:34][CH2:33]1)[N:12]([C:13]1[CH:18]=[CH:17][CH:16]=[CH:15][CH:14]=1)[C:11]2=[O:19])([O-:22])=[O:21], predict the reactants needed to synthesize it. The reactants are: Cl[CH2:2][C:3]1[N:12]([C:13]2[CH:18]=[CH:17][CH:16]=[CH:15][CH:14]=2)[C:11](=[O:19])[C:10]2[C:5](=[CH:6][CH:7]=[C:8]([N+:20]([O-:22])=[O:21])[CH:9]=2)[N:4]=1.C(=O)([O-])[O-].[K+].[K+].[N:29]1([C:35]([O:37][C:38]([CH3:41])([CH3:40])[CH3:39])=[O:36])[CH2:34][CH2:33][NH:32][CH2:31][CH2:30]1.[I-].[K+]. (6) Given the product [CH:1]([N:4]1[CH2:9][CH2:8][N:7]([C:10]([C:12]2[CH:19]=[CH:18][CH:17]=[C:14]([CH2:15][N:20]3[CH2:25][CH2:24][CH2:23][CH2:22][CH2:21]3)[CH:13]=2)=[O:11])[CH2:6][CH2:5]1)([CH3:3])[CH3:2], predict the reactants needed to synthesize it. The reactants are: [CH:1]([N:4]1[CH2:9][CH2:8][N:7]([C:10]([C:12]2[CH:13]=[C:14]([CH:17]=[CH:18][CH:19]=2)[CH:15]=O)=[O:11])[CH2:6][CH2:5]1)([CH3:3])[CH3:2].[NH:20]1[CH2:25][CH2:24][CH2:23][CH2:22][CH2:21]1. (7) Given the product [F:17][CH:7]([C:1]1[CH:6]=[CH:5][CH:4]=[CH:3][CH:2]=1)[CH3:8], predict the reactants needed to synthesize it. The reactants are: [C:1]1([CH:7](O)[CH3:8])[CH:6]=[CH:5][CH:4]=[CH:3][CH:2]=1.C1(C(F)(F)[F:17])C=CC=CC=1.